Predict which catalyst facilitates the given reaction. From a dataset of Catalyst prediction with 721,799 reactions and 888 catalyst types from USPTO. (1) Reactant: [C:1](N1C=CN=C1)(N1C=CN=C1)=[O:2].[NH2:13][C@@H:14]([CH2:22][C:23]1[CH:24]=[N:25][C:26]([NH:29][C:30]([O:32][C:33]([CH3:36])([CH3:35])[CH3:34])=[O:31])=[CH:27][CH:28]=1)[C:15]([O:17][C:18]([CH3:21])([CH3:20])[CH3:19])=[O:16].C(N(CC)CC)C.[NH2:44][C@@H:45]1[CH2:60][C:59]2=[CH:61][CH:62]=[C:56]([CH:57]=[CH:58]2)[O:55][CH2:54][CH2:53][CH2:52][CH2:51][O:50][CH2:49][C@H:48]([CH:63]([CH3:65])[CH3:64])[NH:47][C:46]1=[O:66]. Product: [C:33]([O:32][C:30]([NH:29][C:26]1[N:25]=[CH:24][C:23]([CH2:22][C@H:14]([NH:13][C:1]([NH:44][C@@H:45]2[CH2:60][C:59]3=[CH:58][CH:57]=[C:56]([CH:62]=[CH:61]3)[O:55][CH2:54][CH2:53][CH2:52][CH2:51][O:50][CH2:49][C@H:48]([CH:63]([CH3:64])[CH3:65])[NH:47][C:46]2=[O:66])=[O:2])[C:15]([O:17][C:18]([CH3:19])([CH3:20])[CH3:21])=[O:16])=[CH:28][CH:27]=1)=[O:31])([CH3:36])([CH3:35])[CH3:34]. The catalyst class is: 3. (2) Reactant: [F:1][C:2]1[CH:7]=[C:6]([F:8])[CH:5]=[CH:4][C:3]=1[N:9]1[CH:13]([C:14]2[CH:19]=[CH:18][CH:17]=[C:16]([C:20]3[CH:25]=[CH:24][C:23]([CH:26]=[O:27])=[CH:22][N:21]=3)[CH:15]=2)[CH2:12][C:11]([C:28]([F:34])([F:33])[C:29]([F:32])([F:31])[F:30])=[N:10]1.[BH4-].[Na+]. Product: [F:1][C:2]1[CH:7]=[C:6]([F:8])[CH:5]=[CH:4][C:3]=1[N:9]1[CH:13]([C:14]2[CH:19]=[CH:18][CH:17]=[C:16]([C:20]3[CH:25]=[CH:24][C:23]([CH2:26][OH:27])=[CH:22][N:21]=3)[CH:15]=2)[CH2:12][C:11]([C:28]([F:33])([F:34])[C:29]([F:32])([F:30])[F:31])=[N:10]1. The catalyst class is: 8. (3) The catalyst class is: 1. Reactant: [C:1]([O:5][C:6]([N:8]1[CH2:12][C@@H:11]([O:13][C:14]2[CH:23]=[CH:22][C:21]3[C:16](=[CH:17][CH:18]=[CH:19][CH:20]=3)[CH:15]=2)[CH2:10][C@H:9]1[C:24](O)=[O:25])=[O:7])([CH3:4])([CH3:3])[CH3:2]. Product: [C:1]([O:5][C:6]([N:8]1[CH2:12][C@@H:11]([O:13][C:14]2[CH:23]=[CH:22][C:21]3[C:16](=[CH:17][CH:18]=[CH:19][CH:20]=3)[CH:15]=2)[CH2:10][C@H:9]1[CH2:24][OH:25])=[O:7])([CH3:4])([CH3:3])[CH3:2]. (4) Reactant: [CH3:1][O:2][C:3]1[CH:8]=[CH:7][C:6]([C:9]2[CH:14]=[CH:13][CH:12]=[C:11]([O:15][C:16]3[CH:23]=[CH:22][C:19]([CH:20]=O)=[CH:18][CH:17]=3)[CH:10]=2)=[CH:5][CH:4]=1.[S:24]1[CH2:28][C:27](=[O:29])[NH:26][C:25]1=[O:30].C(O)(=O)C1C=CC=CC=1.N1CCCCC1. Product: [CH3:1][O:2][C:3]1[CH:4]=[CH:5][C:6]([C:9]2[CH:14]=[CH:13][CH:12]=[C:11]([O:15][C:16]3[CH:23]=[CH:22][C:19]([CH:20]=[C:28]4[S:24][C:25](=[O:30])[NH:26][C:27]4=[O:29])=[CH:18][CH:17]=3)[CH:10]=2)=[CH:7][CH:8]=1. The catalyst class is: 11. (5) Reactant: O[C:2]1([C:6]2[CH:11]=[CH:10][CH:9]=[CH:8][C:7]=2[NH:12][C:13](=[O:19])[O:14]C(C)(C)C)[CH2:5][CH2:4][CH2:3]1.[OH-].[K+]. Product: [C:2]12([C:6]3[CH:11]=[CH:10][CH:9]=[CH:8][C:7]=3[NH:12][C:13](=[O:14])[O:19]1)[CH2:3][CH2:4][CH2:5]2. The catalyst class is: 8. (6) Reactant: Cl[C:2]1[O:3][C:4]([C:7]([O:9]CC)=[O:8])=[CH:5][N:6]=1.C[O-:13].[Na+]. Product: [O:13]=[C:2]1[NH:6][CH:5]=[C:4]([C:7]([OH:9])=[O:8])[O:3]1. The catalyst class is: 881.